From a dataset of NCI-60 drug combinations with 297,098 pairs across 59 cell lines. Regression. Given two drug SMILES strings and cell line genomic features, predict the synergy score measuring deviation from expected non-interaction effect. (1) Drug 1: CC(CN1CC(=O)NC(=O)C1)N2CC(=O)NC(=O)C2. Drug 2: CC1C(C(CC(O1)OC2CC(CC3=C2C(=C4C(=C3O)C(=O)C5=C(C4=O)C(=CC=C5)OC)O)(C(=O)CO)O)N)O.Cl. Cell line: NCI-H226. Synergy scores: CSS=41.8, Synergy_ZIP=-1.98, Synergy_Bliss=-2.77, Synergy_Loewe=-38.6, Synergy_HSA=-0.586. (2) Drug 1: C1=C(C(=O)NC(=O)N1)N(CCCl)CCCl. Drug 2: CC1C(C(=O)NC(C(=O)N2CCCC2C(=O)N(CC(=O)N(C(C(=O)O1)C(C)C)C)C)C(C)C)NC(=O)C3=C4C(=C(C=C3)C)OC5=C(C(=O)C(=C(C5=N4)C(=O)NC6C(OC(=O)C(N(C(=O)CN(C(=O)C7CCCN7C(=O)C(NC6=O)C(C)C)C)C)C(C)C)C)N)C. Cell line: SNB-19. Synergy scores: CSS=11.5, Synergy_ZIP=-3.45, Synergy_Bliss=-0.535, Synergy_Loewe=0.141, Synergy_HSA=-0.202. (3) Drug 1: C1=C(C(=O)NC(=O)N1)F. Drug 2: C1C(C(OC1N2C=NC(=NC2=O)N)CO)O. Cell line: BT-549. Synergy scores: CSS=33.9, Synergy_ZIP=-6.40, Synergy_Bliss=-6.49, Synergy_Loewe=-0.288, Synergy_HSA=0.568. (4) Drug 1: CNC(=O)C1=CC=CC=C1SC2=CC3=C(C=C2)C(=NN3)C=CC4=CC=CC=N4. Drug 2: CC(CN1CC(=O)NC(=O)C1)N2CC(=O)NC(=O)C2. Cell line: 786-0. Synergy scores: CSS=4.33, Synergy_ZIP=-4.94, Synergy_Bliss=2.49, Synergy_Loewe=2.31, Synergy_HSA=2.21. (5) Synergy scores: CSS=-1.22, Synergy_ZIP=-8.85, Synergy_Bliss=-19.6, Synergy_Loewe=-17.4, Synergy_HSA=-16.7. Drug 1: CS(=O)(=O)C1=CC(=C(C=C1)C(=O)NC2=CC(=C(C=C2)Cl)C3=CC=CC=N3)Cl. Drug 2: C(CC(=O)O)C(=O)CN.Cl. Cell line: LOX IMVI. (6) Synergy scores: CSS=-4.66, Synergy_ZIP=4.98, Synergy_Bliss=-0.431, Synergy_Loewe=-61.4, Synergy_HSA=-17.8. Drug 1: C1=CC(=CC=C1C#N)C(C2=CC=C(C=C2)C#N)N3C=NC=N3. Cell line: CCRF-CEM. Drug 2: C1=NC2=C(N=C(N=C2N1C3C(C(C(O3)CO)O)F)Cl)N. (7) Drug 1: C1=C(C(=O)NC(=O)N1)F. Drug 2: CCCCC(=O)OCC(=O)C1(CC(C2=C(C1)C(=C3C(=C2O)C(=O)C4=C(C3=O)C=CC=C4OC)O)OC5CC(C(C(O5)C)O)NC(=O)C(F)(F)F)O. Cell line: U251. Synergy scores: CSS=28.6, Synergy_ZIP=-16.6, Synergy_Bliss=-9.95, Synergy_Loewe=-7.25, Synergy_HSA=-7.40.